From a dataset of Reaction yield outcomes from USPTO patents with 853,638 reactions. Predict the reaction yield, written as a fraction of the theoretical maximum amount of product (1.0 means a 100% yield; for example, 0.34 means a 34% yield). (1) The reactants are [CH3:1][C:2]1[C:11]2[C:6](=[C:7](O)[N:8]=[C:9]([CH3:12])[CH:10]=2)[N:5]=[CH:4][CH:3]=1.P(Cl)(Cl)([Cl:16])=O.[OH-].[Na+]. The catalyst is C1(C)C=CC=CC=1.O. The product is [Cl:16][C:7]1[N:8]=[C:9]([CH3:12])[CH:10]=[C:11]2[C:6]=1[N:5]=[CH:4][CH:3]=[C:2]2[CH3:1]. The yield is 0.660. (2) The reactants are [C:1]([C:3]1[C:4](F)=[C:5]([CH:9]=[CH:10][C:11]=1[O:12][CH:13]1[CH2:16][CH2:15][CH2:14]1)[C:6]([OH:8])=O)#[N:2].N.C([N:22](C(C)C)CC)(C)C.C1CN([P+](ON2N=NC3C=CC=CC2=3)(N2CCCC2)N2CCCC2)CC1.F[P-](F)(F)(F)(F)F.[SH:61][CH2:62][C:63]([NH2:65])=[O:64].[O-]CC.[Na+]. The catalyst is C1COCC1.[OH-].[Na+]. The product is [NH2:2][C:1]1[C:3]2[C:11]([O:12][CH:13]3[CH2:16][CH2:15][CH2:14]3)=[CH:10][CH:9]=[C:5]([C:6]([NH2:22])=[O:8])[C:4]=2[S:61][C:62]=1[C:63]([NH2:65])=[O:64]. The yield is 0.327. (3) The reactants are Br[C:2]1[CH:3]=[C:4]([CH:7]=[C:8](Br)[CH:9]=1)[CH:5]=O.[CH3:11][C:12]1[CH:17]=[C:16]([CH3:18])[CH:15]=[C:14]([CH3:19])[C:13]=1B(O)O.[C:23]([O-:26])([O-])=O.[Na+].[Na+]. The catalyst is COCCOC.O.C1C=CC([P]([Pd]([P](C2C=CC=CC=2)(C2C=CC=CC=2)C2C=CC=CC=2)([P](C2C=CC=CC=2)(C2C=CC=CC=2)C2C=CC=CC=2)[P](C2C=CC=CC=2)(C2C=CC=CC=2)C2C=CC=CC=2)(C2C=CC=CC=2)C2C=CC=CC=2)=CC=1. The product is [CH3:11][C:12]1[CH:17]=[C:16]([CH3:18])[CH:15]=[C:14]([CH3:19])[C:13]=1[C:2]1[CH:9]=[C:8]([CH:7]=[C:4]([C:5]2[C:16]([CH3:15])=[CH:17][C:12]([CH3:11])=[CH:13][C:14]=2[CH3:19])[CH:3]=1)[CH:23]=[O:26]. The yield is 0.850. (4) The reactants are Br[CH2:2][CH2:3][CH2:4][CH2:5][C:6]([O:8][CH2:9][CH3:10])=[O:7].C(=O)(O)[O-:12].[Na+].[N+]1([O-])C=CC=CC=1. The catalyst is C1(C)C=CC=CC=1. The product is [O:12]=[CH:2][CH2:3][CH2:4][CH2:5][C:6]([O:8][CH2:9][CH3:10])=[O:7]. The yield is 0.130. (5) The reactants are [C:1]([O:5][C:6]([N:8]1[CH2:13][CH2:12][N:11]([CH:14]([C:17]2[CH:22]=[CH:21][CH:20]=[CH:19][C:18]=2[F:23])[CH2:15][NH2:16])[CH2:10][CH2:9]1)=[O:7])([CH3:4])([CH3:3])[CH3:2].[CH3:24][S:25](Cl)(=[O:27])=[O:26].N1C=CC=CC=1. The catalyst is C(Cl)Cl.CCOC(C)=O. The product is [C:1]([O:5][C:6]([N:8]1[CH2:13][CH2:12][N:11]([CH:14]([C:17]2[CH:22]=[CH:21][CH:20]=[CH:19][C:18]=2[F:23])[CH2:15][NH:16][S:25]([CH3:24])(=[O:27])=[O:26])[CH2:10][CH2:9]1)=[O:7])([CH3:4])([CH3:2])[CH3:3]. The yield is 0.800. (6) The reactants are C(O)(=O)C.[N+:5](/[CH:8]=[CH:9]/[C:10]1[CH:15]=[CH:14][C:13]([CH2:16][O:17][C:18]2[CH:23]=[CH:22][CH:21]=[CH:20][CH:19]=2)=[CH:12][CH:11]=1)([O-:7])=[O:6].[BH4-].[Na+]. The catalyst is CS(C)=O. The product is [N+:5]([CH2:8][CH2:9][C:10]1[CH:15]=[CH:14][C:13]([CH2:16][O:17][C:18]2[CH:23]=[CH:22][CH:21]=[CH:20][CH:19]=2)=[CH:12][CH:11]=1)([O-:7])=[O:6]. The yield is 0.510.